This data is from Forward reaction prediction with 1.9M reactions from USPTO patents (1976-2016). The task is: Predict the product of the given reaction. (1) Given the reactants [CH:1]([NH:4][C:5]1[O:6][C:7]([C:10]2[CH:11]=[C:12]3[C:16](=[CH:17][CH:18]=2)[N:15]([S:19]([C:22]2[CH:28]=[CH:27][C:25]([CH3:26])=[CH:24][CH:23]=2)(=[O:21])=[O:20])[CH:14]=[C:13]3B2OC(C)(C)C(C)(C)O2)=[N:8][N:9]=1)([CH3:3])[CH3:2].Br[C:39]1[CH:47]=[CH:46][C:42]([C:43]([OH:45])=[O:44])=[CH:41][C:40]=1[F:48].O.C([O-])([O-])=O.[Na+].[Na+], predict the reaction product. The product is: [F:48][C:40]1[CH:41]=[C:42]([CH:46]=[CH:47][C:39]=1[C:13]1[C:12]2[C:16](=[CH:17][CH:18]=[C:10]([C:7]3[O:6][C:5]([NH:4][CH:1]([CH3:2])[CH3:3])=[N:9][N:8]=3)[CH:11]=2)[N:15]([S:19]([C:22]2[CH:28]=[CH:27][C:25]([CH3:26])=[CH:24][CH:23]=2)(=[O:21])=[O:20])[CH:14]=1)[C:43]([OH:45])=[O:44]. (2) Given the reactants OC[C@@H](N[C:11](=[O:25])[C@@:12]([CH3:24])([C:18]1[CH:23]=[CH:22][CH:21]=[CH:20][CH:19]=1)[CH2:13][CH2:14][CH:15]([CH3:17])[CH3:16])C1C=CC=CC=1.S(=O)(=O)(O)[OH:27], predict the reaction product. The product is: [CH3:24][C@@:12]([C:18]1[CH:19]=[CH:20][CH:21]=[CH:22][CH:23]=1)([CH2:13][CH2:14][CH:15]([CH3:16])[CH3:17])[C:11]([OH:25])=[O:27]. (3) Given the reactants Br[C:2]1[C:10]2[O:9][C:8]([C:11]([O:13][CH2:14][CH3:15])=[O:12])=[CH:7][C:6]=2[CH:5]=[CH:4][CH:3]=1.[N:16]1[CH:21]=[CH:20][CH:19]=[CH:18][C:17]=1[CH2:22][CH2:23][N:24]1[CH2:29][CH2:28][NH:27][CH2:26][CH2:25]1.C(=O)([O-])[O-].[Cs+].[Cs+].C1(P(C2CCCCC2)C2C=CC=CC=2C2C(C(C)C)=CC(C(C)C)=CC=2C(C)C)CCCCC1, predict the reaction product. The product is: [N:16]1[CH:21]=[CH:20][CH:19]=[CH:18][C:17]=1[CH2:22][CH2:23][N:24]1[CH2:29][CH2:28][N:27]([C:2]2[C:10]3[O:9][C:8]([C:11]([O:13][CH2:14][CH3:15])=[O:12])=[CH:7][C:6]=3[CH:5]=[CH:4][CH:3]=2)[CH2:26][CH2:25]1.